Dataset: Forward reaction prediction with 1.9M reactions from USPTO patents (1976-2016). Task: Predict the product of the given reaction. (1) Given the reactants [Cl:1][CH2:2][C@H:3]1[C:11]2[C:10]3[CH:12]=[CH:13][CH:14]=[CH:15][C:9]=3[C:8]([OH:16])=[CH:7][C:6]=2[N:5]([C:17]([O:19][C:20]([CH3:23])([CH3:22])[CH3:21])=[O:18])[CH2:4]1.Cl.[CH3:25][N:26]1[CH2:31][CH2:30][N:29]([C:32](Cl)=[O:33])[CH2:28][CH2:27]1.CCN(CC)CC, predict the reaction product. The product is: [Cl:1][CH2:2][C@H:3]1[C:11]2[C:10]3[CH:12]=[CH:13][CH:14]=[CH:15][C:9]=3[C:8]([O:16][C:32]([N:29]3[CH2:30][CH2:31][N:26]([CH3:25])[CH2:27][CH2:28]3)=[O:33])=[CH:7][C:6]=2[N:5]([C:17]([O:19][C:20]([CH3:23])([CH3:22])[CH3:21])=[O:18])[CH2:4]1. (2) The product is: [F:1][C:2]1[CH:22]=[CH:21][CH:20]=[C:19]([F:23])[C:3]=1[C:4]([NH:6][C:7]1[CH:8]=[CH:9][C:10]([C:13]2[S:14][C:15]([C:34]3[CH:33]=[N:32][CH:37]=[CH:36][CH:35]=3)=[CH:16][C:17]=2[CH3:18])=[CH:11][CH:12]=1)=[O:5]. Given the reactants [F:1][C:2]1[CH:22]=[CH:21][CH:20]=[C:19]([F:23])[C:3]=1[C:4]([NH:6][C:7]1[CH:12]=[CH:11][C:10]([C:13]2[S:14][CH:15]=[CH:16][C:17]=2[CH3:18])=[CH:9][CH:8]=1)=[O:5].C1C(=O)N(Br)C(=O)C1.[N:32]1[CH:37]=[CH:36][CH:35]=[C:34](B(O)O)[CH:33]=1.C([O-])(O)=O.[Na+], predict the reaction product.